Regression. Given two drug SMILES strings and cell line genomic features, predict the synergy score measuring deviation from expected non-interaction effect. From a dataset of NCI-60 drug combinations with 297,098 pairs across 59 cell lines. (1) Drug 1: C1=CC(=CC=C1CC(C(=O)O)N)N(CCCl)CCCl.Cl. Drug 2: B(C(CC(C)C)NC(=O)C(CC1=CC=CC=C1)NC(=O)C2=NC=CN=C2)(O)O. Cell line: OVCAR-8. Synergy scores: CSS=11.0, Synergy_ZIP=-2.52, Synergy_Bliss=-0.728, Synergy_Loewe=-2.48, Synergy_HSA=-3.12. (2) Drug 1: C1=C(C(=O)NC(=O)N1)F. Drug 2: C1CC(=O)NC(=O)C1N2C(=O)C3=CC=CC=C3C2=O. Cell line: HCC-2998. Synergy scores: CSS=21.0, Synergy_ZIP=-5.05, Synergy_Bliss=-10.7, Synergy_Loewe=-11.9, Synergy_HSA=-11.1. (3) Drug 1: C(=O)(N)NO. Drug 2: C1CNP(=O)(OC1)N(CCCl)CCCl. Cell line: NCI-H322M. Synergy scores: CSS=-2.47, Synergy_ZIP=2.13, Synergy_Bliss=2.95, Synergy_Loewe=-0.938, Synergy_HSA=-0.790. (4) Drug 1: CC1=C(C(=CC=C1)Cl)NC(=O)C2=CN=C(S2)NC3=CC(=NC(=N3)C)N4CCN(CC4)CCO. Drug 2: N.N.Cl[Pt+2]Cl. Cell line: K-562. Synergy scores: CSS=79.5, Synergy_ZIP=3.58, Synergy_Bliss=3.12, Synergy_Loewe=-3.10, Synergy_HSA=6.51.